Binary Classification. Given a miRNA mature sequence and a target amino acid sequence, predict their likelihood of interaction. From a dataset of Experimentally validated miRNA-target interactions with 360,000+ pairs, plus equal number of negative samples. (1) The miRNA is hsa-miR-3171 with sequence AGAUGUAUGGAAUCUGUAUAUAUC. The protein sequence of the target gene is MEKSRMNLPKGPDTLCFDKDEFMKEDFDVDHFVSDCRKRVQLEELRDDLELYYKLLKTAMVELINKDYADFVNLSTNLVGMDKALNQLSVPLGQLREEVLSLRSSVSEGIRAVDERMSKQEDIRKKKMCVLRLIQVIRSVEKIEKILNSQSSKETSALEASSPLLTGQILERIATEFNQLQFHAVQSKGMPLLDKVRPRIAGITAMLQQSLEGLLLEGLQTSDVDIIRHCLRTYATIDKTRDAEALVGQVLVKPYIDEVIIEQFVESHPNGLQVMYNKLLEFVPHHCRLLREVTGGAISS.... Result: 0 (no interaction). (2) The miRNA is hsa-miR-4776-3p with sequence CUUGCCAUCCUGGUCCACUGCAU. The protein sequence of the target gene is MAKAGRAGGPPPGGGAPWHLRNVLSDSVESSDDEFFDAREEMAEGKNAILIGMSQWNSNDLVEQIETMGKLDEHQGEGTAPCTSSILQEKQRELYRVSLRRQRFPAQGSIEIHEDSEEGCPQRSCKTHVLLLVLHGGNILDTGAGDPSCKAADIHTFSSVLEKVTRAHFPAALGHILIKFVPCPAICSEAFSLVSHLNPYSHDEGCLSSSQDHVPLAALPLLAISSPQYQDAVATVIERANQVYREFLKSSDGIGFSGQVCLIGDCVGGLLAFDAICYSAGPSGDSPASSSRKGSISSTQ.... Result: 1 (interaction). (3) The miRNA is hsa-miR-2114-5p with sequence UAGUCCCUUCCUUGAAGCGGUC. The protein sequence of the target gene is MAAGQREARPQVSLTFEDVAVLFTWDEWRKLAPSQRNLYRDVMLENYRNLVSLGLSFTKPKVISLLQQGEDPWEVEKDSSGVSSLGCKSTPKMTKSTQTQDSFQEQIRKRLKRDEPWNFISERSCIYEEKLKKQQDKNENLQIISVAHTKILTVDRSHKNVEFGQNFYLKSVFIKQQRFAKEKTPSKCEIQRNSFKQNSNLLNQSKIKTAEKRYKCSTCEKAFIHNSSLRKHQKNHTGEKLFKCKECLKAFSQSSALIQHQRTHTGEKPYICKECGKAFSHSASLCKHLRTHTVEKCYRC.... Result: 1 (interaction). (4) The miRNA is cel-miR-792-3p with sequence UUGAAAUCUCUUCAACUUUCAGA. The protein sequence of the target gene is MKLLLWACIVCVAFARKRRFPFIGEDDNDDGHPLHPSLNIPYGIRNLPPPLYYRPVNTVPSYPGNTYTDTGLPSYPWILTSPGFPYVYHIRGFPLATQLNVPPLPPRGFPFVPPSRFFSAAAAPAAPPIAAEPAAAAPLTATPVAAEPAAGAPVAAEPAAEAPVGAEPAAEAPVAAEPAAEAPVGVEPAAEEPSPAEPATAKPAAPEPHPSPSLEQANQ. Result: 0 (no interaction). (5) The miRNA is hsa-miR-654-5p with sequence UGGUGGGCCGCAGAACAUGUGC. The protein sequence of the target gene is MLLHLCSVKNLYQNRFLGLAAMASPSRNSQSRRRCKEPLRYSYNPDQFHNIDIRNGAHDAITIPRSTSDTDLVTSDSRSTLMVSSSYYSIGHSQDLVIHWDIKEEVDAGDWIGMYLIGEVSSENFLDYKNRGVNGSHRGQIIWKIDASSYFVESETKICFKYYHGVSGALRATTPSVTVKNSAAPIFKGIGSEETAQSQGSRRLISFSLSDFQAMGLKKGMFFNPDPYLKISIQPGKHSIFPALPHHGQERRSTIIGNTVNPIWQAEHFSFVSLPTDVLEIEVKDKFAKSRPIIKRFLGK.... Result: 0 (no interaction). (6) The miRNA is mmu-miR-331-5p with sequence CUAGGUAUGGUCCCAGGGAUCC. The protein sequence of the target gene is MEPGNYATLDGAKDIEGLLGAGGGRNLVAHSPLTSHPAAPTLMPAVNYAPLDLPGSAEPPKQCHPCPGVPQGTSPAPVPYGYFGGGYYSCRVSRSSLKPCAQAATLAAYPAETPTAGEEYPSRPTEFAFYPGYPGTYQPMASYLDVSVVQTLGAPGEPRHDSLLPVDSYQSWALAGGWNSQMCCQGEQNPPGPFWKAAFADSSGQHPPDACAFRRGRKKRIPYSKGQLRELEREYAANKFITKDKRRKISAATSLSERQITIWFQNRRVKEKKVLAKVKNSATP. Result: 0 (no interaction).